This data is from Forward reaction prediction with 1.9M reactions from USPTO patents (1976-2016). The task is: Predict the product of the given reaction. (1) Given the reactants C([O:4][CH:5]1[C:9]2=[N:10][CH:11]=[C:12]([NH:29][C:30]([C:32]3[CH:37]=[CH:36][C:35]([F:38])=[C:34]([C:39]4[C:44]([F:45])=[CH:43][C:42]([CH2:46][O:47][CH3:48])=[CH:41][C:40]=4[F:49])[N:33]=3)=[O:31])[C:13]([N:14]3[CH2:19][C@H:18]([CH3:20])[CH2:17][C@H:16]([NH:21][C:22]([O:24][C:25]([CH3:28])([CH3:27])[CH3:26])=[O:23])[CH2:15]3)=[C:8]2[CH2:7][CH2:6]1)(=O)C.C1COCC1.[OH-].[Na+], predict the reaction product. The product is: [F:45][C:44]1[CH:43]=[C:42]([CH2:46][O:47][CH3:48])[CH:41]=[C:40]([F:49])[C:39]=1[C:34]1[N:33]=[C:32]([C:30]([NH:29][C:12]2[C:13]([N:14]3[CH2:19][C@H:18]([CH3:20])[CH2:17][C@H:16]([NH:21][C:22](=[O:23])[O:24][C:25]([CH3:27])([CH3:26])[CH3:28])[CH2:15]3)=[C:8]3[CH2:7][CH2:6][CH:5]([OH:4])[C:9]3=[N:10][CH:11]=2)=[O:31])[CH:37]=[CH:36][C:35]=1[F:38]. (2) The product is: [NH4+:2].[OH-:1].[NH2:30][C:3]1[C:4]2[N:14]=[C:13]3[CH2:15][O:16][CH2:17][C@H:18]([CH2:19][CH2:20][CH2:21][NH:22][C:23](=[O:29])[O:24][C:25]([CH3:28])([CH3:27])[CH3:26])[N:12]3[C:5]=2[C:6]2[C:11](=[CH:10][CH:9]=[CH:8][CH:7]=2)[N:2]=1. Given the reactants [O-:1][N+:2]1[C:11]2[C:6](=[CH:7][CH:8]=[CH:9][CH:10]=2)[C:5]2[N:12]3[C@@H:18]([CH2:19][CH2:20][CH2:21][NH:22][C:23](=[O:29])[O:24][C:25]([CH3:28])([CH3:27])[CH3:26])[CH2:17][O:16][CH2:15][C:13]3=[N:14][C:4]=2[CH:3]=1.[NH4+:30].[OH-].C1(C)C=CC(S(Cl)(=O)=O)=CC=1.O, predict the reaction product. (3) Given the reactants C(N(CC)C(C)C)(C)C.[F:10][C:11]1[CH:19]=[C:18]2[C:14]([C:15]([C:21]3[N:22]=[C:23]4[C:29]([C:30](O)=[O:31])=[CH:28][N:27]([CH2:33][O:34][CH2:35][CH2:36][Si:37]([CH3:40])([CH3:39])[CH3:38])[C:24]4=[N:25][CH:26]=3)=[N:16][N:17]2[CH3:20])=[CH:13][CH:12]=1.CN(C(ON1N=NC2C=CC=NC1=2)=[N+](C)C)C.F[P-](F)(F)(F)(F)F.FC(F)(F)C(O)=O.[F:72][C:73]([F:84])([CH2:77][C:78]1[CH:83]=[CH:82][CH:81]=[CH:80][CH:79]=1)[C@H:74]([NH2:76])[CH3:75], predict the reaction product. The product is: [F:72][C:73]([F:84])([CH2:77][C:78]1[CH:83]=[CH:82][CH:81]=[CH:80][CH:79]=1)[C@H:74]([NH:76][C:30]([C:29]1[C:23]2[C:24](=[N:25][CH:26]=[C:21]([C:15]3[C:14]4[C:18](=[CH:19][C:11]([F:10])=[CH:12][CH:13]=4)[N:17]([CH3:20])[N:16]=3)[N:22]=2)[N:27]([CH2:33][O:34][CH2:35][CH2:36][Si:37]([CH3:38])([CH3:39])[CH3:40])[CH:28]=1)=[O:31])[CH3:75]. (4) Given the reactants C(OC([N:8]([CH2:42][C:43]([O:45]C(C)(C)C)=[O:44])[C:9]1[CH:14]=[CH:13][CH:12]=[C:11]([CH:15]([CH2:26][C:27]2[CH:32]=[CH:31][C:30]([C:33]3[CH:38]=[CH:37][C:36]([O:39][CH2:40][CH3:41])=[CH:35][CH:34]=3)=[CH:29][CH:28]=2)[NH:16]S(C2C=CC=CN=2)(=O)=O)[N:10]=1)=O)(C)(C)C.C(OC(N(CC(OC(C)(C)C)=O)C1C=CC=C(C(CC2C=CC(C3C=CC=C(OCC)C=3)=CC=2)([S:66]([C:69]2[CH:74]=[CH:73][CH:72]=[CH:71][N:70]=2)(=[O:68])=[O:67])N)N=1)=O)(C)(C)C.Cl, predict the reaction product. The product is: [CH2:40]([O:39][C:36]1[CH:37]=[CH:38][C:33]([C:30]2[CH:29]=[CH:28][C:27]([CH2:26][C:15]([S:66]([C:69]3[CH:74]=[CH:73][CH:72]=[CH:71][N:70]=3)(=[O:68])=[O:67])([NH2:16])[C:11]3[N:10]=[C:9]([NH:8][CH2:42][C:43]([OH:45])=[O:44])[CH:14]=[CH:13][CH:12]=3)=[CH:32][CH:31]=2)=[CH:34][CH:35]=1)[CH3:41].